Dataset: Full USPTO retrosynthesis dataset with 1.9M reactions from patents (1976-2016). Task: Predict the reactants needed to synthesize the given product. The reactants are: [F:1][CH:2]([F:12])[C:3]1[C:7]([C:8](Cl)=[O:9])=[CH:6][N:5]([CH3:11])[N:4]=1.Cl.[Cl:14][C:15]1[CH:20]=[CH:19][C:18]([C:21]([C@@H:23]2[CH2:27][CH2:26][CH2:25][NH:24]2)=[O:22])=[CH:17][CH:16]=1.C(N(CC)CC)C. Given the product [Cl:14][C:15]1[CH:20]=[CH:19][C:18]([C:21]([C@@H:23]2[CH2:27][CH2:26][CH2:25][N:24]2[C:8]([C:7]2[C:3]([CH:2]([F:12])[F:1])=[N:4][N:5]([CH3:11])[CH:6]=2)=[O:9])=[O:22])=[CH:17][CH:16]=1, predict the reactants needed to synthesize it.